This data is from Full USPTO retrosynthesis dataset with 1.9M reactions from patents (1976-2016). The task is: Predict the reactants needed to synthesize the given product. (1) Given the product [C:12]([C:10]1[CH:11]=[C:7]([NH:6][C:5]([NH:49][C@@H:42]2[C:43]3[C:48](=[CH:47][CH:46]=[CH:45][CH:44]=3)[C@H:39]([O:38][C:35]3[CH:36]=[CH:37][C:32]4[N:33]([C:29]([N:24]5[CH2:25][CH2:26][CH2:27][CH2:28][C@@H:23]5[CH3:22])=[N:30][N:31]=4)[CH:34]=3)[CH2:40][CH2:41]2)=[O:19])[N:8]([CH2:16][CH2:17][OH:18])[N:9]=1)([CH3:13])([CH3:14])[CH3:15], predict the reactants needed to synthesize it. The reactants are: ClC(Cl)(Cl)CO[C:5](=[O:19])[NH:6][C:7]1[N:8]([CH2:16][CH2:17][OH:18])[N:9]=[C:10]([C:12]([CH3:15])([CH3:14])[CH3:13])[CH:11]=1.[CH3:22][C@H:23]1[CH2:28][CH2:27][CH2:26][CH2:25][N:24]1[C:29]1[N:33]2[CH:34]=[C:35]([O:38][C@H:39]3[C:48]4[C:43](=[CH:44][CH:45]=[CH:46][CH:47]=4)[C@@H:42]([NH2:49])[CH2:41][CH2:40]3)[CH:36]=[CH:37][C:32]2=[N:31][N:30]=1.CCN(C(C)C)C(C)C. (2) Given the product [C:22]1([C:19]2([C:14]3[N:13]=[C:12]4[S:11][C:10]([C:6]5[CH:5]=[C:4]6[C:9](=[CH:8][CH:7]=5)[N:1]([CH2:35][CH2:36][CH2:37][C:38]([O:40][CH3:41])=[O:39])[CH:2]=[CH:3]6)=[N:18][C:17]4=[CH:16][CH:15]=3)[CH2:20][CH2:21]2)[CH:23]=[CH:24][CH:25]=[CH:26][CH:27]=1, predict the reactants needed to synthesize it. The reactants are: [NH:1]1[C:9]2[C:4](=[CH:5][C:6]([C:10]3[S:11][C:12]4[C:17]([N:18]=3)=[CH:16][CH:15]=[C:14]([C:19]3([C:22]5[CH:27]=[CH:26][CH:25]=[CH:24][CH:23]=5)[CH2:21][CH2:20]3)[N:13]=4)=[CH:7][CH:8]=2)[CH:3]=[CH:2]1.C(=O)([O-])[O-].[Cs+].[Cs+].Br[CH2:35][CH2:36][CH2:37][C:38]([O:40][CH3:41])=[O:39]. (3) Given the product [Cl:23][C:24]1[CH:32]=[CH:31][C:27]([CH2:28][O:29][NH:30][C:4](=[O:21])[C:5]2[CH:20]=[CH:19][CH:18]=[CH:17][C:6]=2[NH:7][CH2:8][C:9]2[CH:10]=[CH:11][C:12]([C:13]#[N:14])=[CH:15][CH:16]=2)=[CH:26][CH:25]=1, predict the reactants needed to synthesize it. The reactants are: O=C1[N:7]([CH2:8][C:9]2[CH:16]=[CH:15][C:12]([C:13]#[N:14])=[CH:11][CH:10]=2)[C:6]2[CH:17]=[CH:18][CH:19]=[CH:20][C:5]=2[C:4](=[O:21])O1.Cl.[Cl:23][C:24]1[CH:32]=[CH:31][C:27]([CH2:28][O:29][NH2:30])=[CH:26][CH:25]=1.C(N(C(C)C)C(C)C)C.O. (4) Given the product [F:28][C:13]1[CH:12]=[C:11]([N:7]2[CH2:6][C@H:5]([CH2:4][NH:1][C:30](=[O:32])[CH3:31])[O:9][C:8]2=[O:10])[CH:16]=[CH:15][C:14]=1[C:17]1[O:18][CH:19]=[C:20]([CH2:22][N:23]2[CH:27]=[N:26][CH:25]=[N:24]2)[N:21]=1, predict the reactants needed to synthesize it. The reactants are: [N:1]([CH2:4][C@@H:5]1[O:9][C:8](=[O:10])[N:7]([C:11]2[CH:16]=[CH:15][C:14]([C:17]3[O:18][CH:19]=[C:20]([CH2:22][N:23]4[CH:27]=[N:26][CH:25]=[N:24]4)[N:21]=3)=[C:13]([F:28])[CH:12]=2)[CH2:6]1)=[N+]=[N-].O.[C:30](OC(=O)C)(=[O:32])[CH3:31]. (5) Given the product [CH3:1][O:2][C:3]([C:5]1[CH:9]=[C:8]([C:10]2[C:11]([O:18][CH3:19])=[N:12][C:13]([O:16][CH3:17])=[N:14][CH:15]=2)[N:7]([CH:20]([CH3:22])[CH3:21])[C:6]=1[CH:23]([NH:34][C:35]1[CH:36]=[C:37]([Cl:43])[C:38](=[O:42])[N:39]([CH3:41])[CH:40]=1)[C:25]1[CH:30]=[CH:29][C:28]([C:31]#[N:32])=[C:27]([F:33])[CH:26]=1)=[O:4], predict the reactants needed to synthesize it. The reactants are: [CH3:1][O:2][C:3]([C:5]1[CH:9]=[C:8]([C:10]2[C:11]([O:18][CH3:19])=[N:12][C:13]([O:16][CH3:17])=[N:14][CH:15]=2)[N:7]([CH:20]([CH3:22])[CH3:21])[C:6]=1[CH:23]([C:25]1[CH:30]=[CH:29][C:28]([C:31]#[N:32])=[C:27]([F:33])[CH:26]=1)O)=[O:4].[NH2:34][C:35]1[CH:36]=[C:37]([Cl:43])[C:38](=[O:42])[N:39]([CH3:41])[CH:40]=1.C(OC(C1C=CN(C(C)C)C=1C(C1C=CC(C#N)=CC=1)O)=O)C.ClC1C=C(C=CC=1F)N. (6) Given the product [CH3:19][N:18]([CH3:20])[C:17]([C:14]1[CH:15]=[CH:16][C:11]([C:8]2[S:7][C:6]([C:4]([O-:5])=[O:3])=[CH:10][CH:9]=2)=[CH:12][CH:13]=1)=[O:21].[Li+:23], predict the reactants needed to synthesize it. The reactants are: C([O:3][C:4]([C:6]1[S:7][C:8]([C:11]2[CH:16]=[CH:15][C:14]([C:17](=[O:21])[N:18]([CH3:20])[CH3:19])=[CH:13][CH:12]=2)=[CH:9][CH:10]=1)=[O:5])C.[OH-].[Li+:23]. (7) Given the product [NH2:1][C:2]1[N:11]=[CH:10][C:9]2[C:8]([NH:17][C:16]3[CH:18]=[CH:19][CH:20]=[CH:21][C:15]=3[Br:14])=[N:7][CH:6]=[N:5][C:4]=2[CH:3]=1, predict the reactants needed to synthesize it. The reactants are: [NH2:1][C:2]1[N:11]=[CH:10][C:9]2[C:8](SC)=[N:7][CH:6]=[N:5][C:4]=2[CH:3]=1.[Br:14][C:15]1[CH:21]=[CH:20][CH:19]=[CH:18][C:16]=1[NH2:17].